The task is: Predict the reactants needed to synthesize the given product.. This data is from Full USPTO retrosynthesis dataset with 1.9M reactions from patents (1976-2016). (1) Given the product [CH3:11][O:10][C:4]1[CH:3]=[C:2]([N:15]2[CH:16]([CH3:19])[C:17](=[O:18])[C:13]([CH3:21])([CH3:12])[C:14]2=[O:20])[CH:9]=[CH:8][C:5]=1[C:6]#[N:7], predict the reactants needed to synthesize it. The reactants are: I[C:2]1[CH:9]=[CH:8][C:5]([C:6]#[N:7])=[C:4]([O:10][CH3:11])[CH:3]=1.[CH3:12][C:13]1([CH3:21])[C:17](=[O:18])[CH:16]([CH3:19])[NH:15][C:14]1=[O:20].C(=O)([O-])[O-].[Cs+].[Cs+].C1(P(C2C=CC=CC=2)C2C3OC4C(=CC=CC=4P(C4C=CC=CC=4)C4C=CC=CC=4)C(C)(C)C=3C=CC=2)C=CC=CC=1. (2) Given the product [C:6]([CH:8]([CH2:12][C:13]1[CH:14]=[N:15][C:16]([O:19][CH2:20][CH2:21][O:22][C:23]2[C:24]([Cl:31])=[CH:25][C:26]([CH3:30])=[CH:27][C:28]=2[Cl:29])=[CH:17][CH:18]=1)[C:9]([OH:11])=[O:10])#[N:7], predict the reactants needed to synthesize it. The reactants are: C([O-])(O)=O.[Na+].[C:6](/[C:8](=[CH:12]\[C:13]1[CH:14]=[N:15][C:16]([O:19][CH2:20][CH2:21][O:22][C:23]2[C:28]([Cl:29])=[CH:27][C:26]([CH3:30])=[CH:25][C:24]=2[Cl:31])=[CH:17][CH:18]=1)/[C:9]([OH:11])=[O:10])#[N:7].[BH4-].[Na+].Cl. (3) Given the product [CH3:11][N:9]1[CH:10]=[C:6]([CH2:4][OH:3])[C:7]([C:12]([F:13])([F:14])[F:15])=[N:8]1, predict the reactants needed to synthesize it. The reactants are: C([O:3][C:4]([C:6]1[C:7]([C:12]([F:15])([F:14])[F:13])=[N:8][N:9]([CH3:11])[CH:10]=1)=O)C.CC(C[AlH]CC(C)C)C. (4) The reactants are: Br[C:2]1[CH:7]=[CH:6][C:5]([CH2:8][CH2:9][OH:10])=[CH:4][CH:3]=1.[C:11]([C:13]1[CH:14]=[C:15](B(O)O)[CH:16]=[CH:17][CH:18]=1)#[N:12].C(=O)([O-])[O-].[K+].[K+]. Given the product [OH:10][CH2:9][CH2:8][C:5]1[CH:6]=[CH:7][C:2]([C:17]2[CH:16]=[CH:15][CH:14]=[C:13]([C:11]#[N:12])[CH:18]=2)=[CH:3][CH:4]=1, predict the reactants needed to synthesize it. (5) Given the product [Cl:1][C:2]1[CH:3]=[C:4]([C:8]2[O:12][N:11]=[CH:10][C:9]=2[CH2:13][CH2:14][CH2:15][OH:16])[CH:5]=[CH:6][CH:7]=1, predict the reactants needed to synthesize it. The reactants are: [Cl:1][C:2]1[CH:3]=[C:4]([C:8]2[O:12][N:11]=[CH:10][C:9]=2[CH2:13][CH2:14][C:15](OC)=[O:16])[CH:5]=[CH:6][CH:7]=1.[H-].C([Al+]CC(C)C)C(C)C.Cl. (6) Given the product [C:31]([NH:39][C@H:40]1[CH2:45][CH2:44][O:43][CH2:42][C@H:41]1[C:46]([O:48][CH3:49])=[O:47])(=[O:38])[C:32]1[CH:33]=[CH:34][CH:35]=[CH:36][CH:37]=1, predict the reactants needed to synthesize it. The reactants are: C(O)(=O)C1C=CC=CC=1.C1C=CC2N(O)N=NC=2C=1.C(Cl)CCl.C(N(CC)CC)C.[C:31]([NH:39][C@@H:40]1[CH2:45][CH2:44][O:43][CH2:42][C@@H:41]1[C:46]([O:48][CH3:49])=[O:47])(=[O:38])[C:32]1[CH:37]=[CH:36][CH:35]=[CH:34][CH:33]=1.